This data is from Full USPTO retrosynthesis dataset with 1.9M reactions from patents (1976-2016). The task is: Predict the reactants needed to synthesize the given product. (1) Given the product [C:9](=[N:10][CH:11]([CH2:23][C:24]1[CH:29]=[CH:28][N:27]=[CH:26][CH:25]=1)[C:12]#[N:13])([C:6]1[CH:5]=[CH:4][CH:3]=[CH:8][CH:7]=1)[C:14]1[CH:19]=[CH:18][CH:17]=[CH:16][CH:15]=1, predict the reactants needed to synthesize it. The reactants are: [H-].[Na+].[CH:3]1[CH:8]=[CH:7][C:6]([C:9]([C:14]2[CH:19]=[CH:18][CH:17]=[CH:16][CH:15]=2)=[N:10][CH2:11][C:12]#[N:13])=[CH:5][CH:4]=1.[H][H].Cl[CH2:23][C:24]1[CH:29]=[CH:28][N:27]=[CH:26][CH:25]=1.[Cl-].[NH4+]. (2) Given the product [C:12]1([NH:11][C:9](=[O:10])[NH:8][C:4]2[CH:3]=[C:2]([NH:1][S:31]([C:25]3[CH:30]=[CH:29][CH:28]=[CH:27][CH:26]=3)(=[O:33])=[O:32])[CH:7]=[CH:6][CH:5]=2)[CH:13]=[CH:14][CH:15]=[CH:16][CH:17]=1, predict the reactants needed to synthesize it. The reactants are: [NH2:1][C:2]1[CH:3]=[C:4]([NH:8][C:9]([NH:11][C:12]2[CH:17]=[CH:16][CH:15]=[CH:14][CH:13]=2)=[O:10])[CH:5]=[CH:6][CH:7]=1.C(N(CC)CC)C.[C:25]1([S:31](Cl)(=[O:33])=[O:32])[CH:30]=[CH:29][CH:28]=[CH:27][CH:26]=1. (3) The reactants are: NC1SC2C=C(C)C=CC=2C=1C(OCC)=O.FC1C=CC=CC=1[N+]([O-])=O.[CH3:27][C:28]1[CH:29]=[CH:30][C:31]2[C:35]([C:36]([O:38][CH2:39][CH3:40])=[O:37])=[C:34]([NH:41][C:42]3[CH:47]=[CH:46][CH:45]=[CH:44][C:43]=3[N+:48]([O-])=O)[S:33][C:32]=2[CH:51]=1.Cl.[Sn](Cl)Cl. Given the product [NH2:48][C:43]1[CH:44]=[CH:45][CH:46]=[CH:47][C:42]=1[NH:41][C:34]1[S:33][C:32]2[CH:51]=[C:28]([CH3:27])[CH:29]=[CH:30][C:31]=2[C:35]=1[C:36]([O:38][CH2:39][CH3:40])=[O:37], predict the reactants needed to synthesize it. (4) Given the product [CH2:1]([N:8]1[CH2:13][CH2:12][O:11][CH:10]([CH2:14][OH:15])[CH2:9]1)[C:2]1[CH:3]=[CH:4][CH:5]=[CH:6][CH:7]=1, predict the reactants needed to synthesize it. The reactants are: [CH2:1]([N:8]1[CH2:13][CH2:12][O:11][CH:10]([C:14](O)=[O:15])[CH2:9]1)[C:2]1[CH:7]=[CH:6][CH:5]=[CH:4][CH:3]=1.C(N(CC)CC)C.C(Cl)(=O)OCC.[BH4-].[Na+].C(O)(=O)CC(CC(O)=O)(C(O)=O)O. (5) Given the product [N:1]1[C:2]2[C:15]3[C:14](=[O:16])[C:13]4[C:8]([C:7](=[O:17])[C:6]=3[CH:5]=[CH:4][C:3]=2[N:18]=[CH:21][CH:19]=1)=[CH:9][CH:10]=[CH:11][CH:12]=4, predict the reactants needed to synthesize it. The reactants are: [NH2:1][C:2]1[C:15]2[C:14](=[O:16])[C:13]3[C:8](=[CH:9][CH:10]=[CH:11][CH:12]=3)[C:7](=[O:17])[C:6]=2[CH:5]=[CH:4][C:3]=1[NH2:18].[CH:19]([CH:21]=O)=O. (6) Given the product [C:36]([O:35][C:33]([N:23]([CH2:24][CH2:25][CH2:26][C:27]1[CH:28]=[CH:29][CH:30]=[CH:31][CH:32]=1)[CH2:22][CH2:21][CH2:20][O:19][C:15]1[C:14]([O:40][CH3:41])=[C:13]([C@@H:11]2[C:10]3[CH:42]=[C:43]([Cl:46])[CH:44]=[CH:45][C:9]=3[N:8]([CH2:47][C:48]([CH3:51])([CH3:50])[CH3:49])[C:7](=[O:52])[C@@H:6]([CH2:5][C:4]([OH:53])=[O:3])[O:12]2)[CH:18]=[CH:17][CH:16]=1)=[O:34])([CH3:37])([CH3:38])[CH3:39], predict the reactants needed to synthesize it. The reactants are: C([O:3][C:4](=[O:53])[CH2:5][C@H:6]1[O:12][C@H:11]([C:13]2[CH:18]=[CH:17][CH:16]=[C:15]([O:19][CH2:20][CH2:21][CH2:22][N:23]([C:33]([O:35][C:36]([CH3:39])([CH3:38])[CH3:37])=[O:34])[CH2:24][CH2:25][CH2:26][C:27]3[CH:32]=[CH:31][CH:30]=[CH:29][CH:28]=3)[C:14]=2[O:40][CH3:41])[C:10]2[CH:42]=[C:43]([Cl:46])[CH:44]=[CH:45][C:9]=2[N:8]([CH2:47][C:48]([CH3:51])([CH3:50])[CH3:49])[C:7]1=[O:52])C.[OH-].[Na+].C(O)(=O)CC(CC(O)=O)(C(O)=O)O.